This data is from Forward reaction prediction with 1.9M reactions from USPTO patents (1976-2016). The task is: Predict the product of the given reaction. Given the reactants [Br:1][C:2]1[CH:3]=[C:4]([CH3:14])[C:5]2[NH:10]C(=O)O[C:7](=[O:12])[C:6]=2[CH:13]=1.[CH:15]([NH2:18])([CH3:17])[CH3:16], predict the reaction product. The product is: [NH2:10][C:5]1[C:4]([CH3:14])=[CH:3][C:2]([Br:1])=[CH:13][C:6]=1[C:7]([NH:18][CH:15]([CH3:17])[CH3:16])=[O:12].